Dataset: Forward reaction prediction with 1.9M reactions from USPTO patents (1976-2016). Task: Predict the product of the given reaction. Given the reactants [C:1]([O:18][CH3:19])(=[O:17])[CH2:2][CH2:3][CH2:4][CH2:5][CH2:6][CH2:7][CH2:8][CH:9]=[CH:10][CH2:11][CH:12]=[CH:13][CH2:14][CH:15]=[CH2:16].C(OC)(=O)CCCCCCCC#CCC#CCC=C, predict the reaction product. The product is: [C:1]([O:18][CH3:19])(=[O:17])[CH2:2][CH2:3][CH2:4][CH2:5][CH2:6][CH2:7][CH2:8]/[CH:9]=[CH:10]\[CH2:11]/[CH:12]=[CH:13]\[CH2:14][CH:15]=[CH2:16].